Task: Regression. Given a peptide amino acid sequence and an MHC pseudo amino acid sequence, predict their binding affinity value. This is MHC class I binding data.. Dataset: Peptide-MHC class I binding affinity with 185,985 pairs from IEDB/IMGT (1) The peptide sequence is TYSTYGKFL. The MHC is Patr-A0701 with pseudo-sequence Patr-A0701. The binding affinity (normalized) is 0.395. (2) The peptide sequence is SKLPNFEEI. The MHC is HLA-A02:06 with pseudo-sequence HLA-A02:06. The binding affinity (normalized) is 0.223. (3) The peptide sequence is ATLLVAVSF. The MHC is HLA-A32:01 with pseudo-sequence HLA-A32:01. The binding affinity (normalized) is 0.674. (4) The peptide sequence is SAINYALI. The MHC is H-2-Kb with pseudo-sequence H-2-Kb. The binding affinity (normalized) is 0.768. (5) The peptide sequence is VIGLIVILFI. The MHC is HLA-A02:06 with pseudo-sequence HLA-A02:06. The binding affinity (normalized) is 0.479.